This data is from Catalyst prediction with 721,799 reactions and 888 catalyst types from USPTO. The task is: Predict which catalyst facilitates the given reaction. (1) Reactant: [Cl:1][C:2]1[CH:7]=[C:6]([OH:8])[CH:5]=[CH:4][C:3]=1[CH:9]([CH3:25])[C:10]([C:16]1[CH:17]=[C:18]([CH3:24])[C:19](=[O:23])[N:20]([CH3:22])[CH:21]=1)([OH:15])[C:11]([F:14])([F:13])[F:12].[CH3:26][O:27][C:28](=[O:37])[C:29]1[CH:34]=[C:33]([Cl:35])[C:32](Cl)=[N:31][CH:30]=1.N12CCN(CC1)CC2. Product: [CH3:26][O:27][C:28](=[O:37])[C:29]1[CH:34]=[C:33]([Cl:35])[C:32]([O:8][C:6]2[CH:5]=[CH:4][C:3]([CH:9]([CH3:25])[C:10]([C:16]3[CH:17]=[C:18]([CH3:24])[C:19](=[O:23])[N:20]([CH3:22])[CH:21]=3)([OH:15])[C:11]([F:13])([F:14])[F:12])=[C:2]([Cl:1])[CH:7]=2)=[N:31][CH:30]=1. The catalyst class is: 66. (2) Product: [S:1]([N:11]1[C:15]2=[N:16][CH:17]=[C:18]([CH:20]=[N:23][OH:24])[CH:19]=[C:14]2[CH:13]=[CH:12]1)([C:4]1[CH:10]=[CH:9][C:7]([CH3:8])=[CH:6][CH:5]=1)(=[O:3])=[O:2]. The catalyst class is: 14. Reactant: [S:1]([N:11]1[C:15]2=[N:16][CH:17]=[C:18]([CH:20]=O)[CH:19]=[C:14]2[CH:13]=[CH:12]1)([C:4]1[CH:10]=[CH:9][C:7]([CH3:8])=[CH:6][CH:5]=1)(=[O:3])=[O:2].Cl.[NH2:23][OH:24].N1C=CC=CC=1. (3) Reactant: [CH2:1]([O:8][C:9](=[O:15])[CH2:10][CH2:11][C:12](O)=[O:13])[C:2]1[CH:7]=[CH:6][CH:5]=[CH:4][CH:3]=1.O1CCCC1.C(Cl)(=O)C([Cl:24])=O. Product: [CH2:1]([O:8][C:9](=[O:15])[CH2:10][CH2:11][C:12]([Cl:24])=[O:13])[C:2]1[CH:7]=[CH:6][CH:5]=[CH:4][CH:3]=1. The catalyst class is: 9. (4) Reactant: [Cl:1][C:2]1[CH:22]=[C:21]([Cl:23])[CH:20]=[CH:19][C:3]=1[CH2:4][NH:5][C:6]([C:8]1[C:9]([O:16][CH2:17][CH3:18])=[N:10][N:11]([CH2:13][CH2:14][OH:15])[CH:12]=1)=[O:7].[CH2:24]([N:26]1[CH:30]=[C:29]([CH2:31][C:32]([O:34]C)=[O:33])[C:28](O)=[N:27]1)[CH3:25].C(P(CCCC)CCCC)CCC.N(C(N1CCCCC1)=O)=NC(N1CCCCC1)=O. Product: [Cl:1][C:2]1[CH:22]=[C:21]([Cl:23])[CH:20]=[CH:19][C:3]=1[CH2:4][NH:5][C:6]([C:8]1[C:9]([O:16][CH2:17][CH3:18])=[N:10][N:11]([CH2:13][CH2:14][O:15][C:28]2[C:29]([CH2:31][C:32]([OH:34])=[O:33])=[CH:30][N:26]([CH2:24][CH3:25])[N:27]=2)[CH:12]=1)=[O:7]. The catalyst class is: 7. (5) Reactant: [C:1]([O:5][C@@H:6]([C:12]1[C:13]([CH3:36])=[N:14][C:15]2[N:16]([N:30]=[C:31](C(O)=O)[CH:32]=2)[C:17]=1[C:18]1[C:19]([CH3:29])=[C:20]2[C:25](=[C:26]([F:28])[CH:27]=1)[O:24][CH2:23][CH2:22][CH2:21]2)[C:7]([O:9][CH2:10][CH3:11])=[O:8])([CH3:4])([CH3:3])[CH3:2].C1(P(N=[N+]=[N-])(C2C=CC=CC=2)=[O:44])C=CC=CC=1.[CH3:54][Si:55]([CH3:60])([CH3:59])[CH2:56][CH2:57][OH:58].C([N:63]([CH2:66]C)CC)C. Product: [C:1]([O:5][C@@H:6]([C:12]1[C:13]([CH3:36])=[N:14][C:15]2[N:16]([N:30]=[C:31]([NH:63][C:66]([O:58][CH2:57][CH2:56][Si:55]([CH3:60])([CH3:59])[CH3:54])=[O:44])[CH:32]=2)[C:17]=1[C:18]1[C:19]([CH3:29])=[C:20]2[C:25](=[C:26]([F:28])[CH:27]=1)[O:24][CH2:23][CH2:22][CH2:21]2)[C:7]([O:9][CH2:10][CH3:11])=[O:8])([CH3:3])([CH3:4])[CH3:2]. The catalyst class is: 11. (6) Reactant: Br[CH2:2][C:3]1[S:11][C:10]2[C:5](=[N:6][CH:7]=[CH:8][N:9]=2)[CH:4]=1.Cl.[NH2:13][C:14]1[CH:15]=[C:16]([NH:21][C:22](=[O:34])[C:23]2[CH:28]=[CH:27][CH:26]=[C:25]([C:29]([C:32]#[N:33])([CH3:31])[CH3:30])[CH:24]=2)[CH:17]=[CH:18][C:19]=1[CH3:20].C(=O)([O-])[O-].[K+].[K+].O. Product: [C:32]([C:29]([C:25]1[CH:24]=[C:23]([CH:28]=[CH:27][CH:26]=1)[C:22]([NH:21][C:16]1[CH:17]=[CH:18][C:19]([CH3:20])=[C:14]([NH:13][CH2:2][C:3]2[S:11][C:10]3=[N:9][CH:8]=[CH:7][N:6]=[C:5]3[CH:4]=2)[CH:15]=1)=[O:34])([CH3:30])[CH3:31])#[N:33]. The catalyst class is: 10.